Predict the reactants needed to synthesize the given product. From a dataset of Full USPTO retrosynthesis dataset with 1.9M reactions from patents (1976-2016). (1) Given the product [NH2:31][C@@H:30]([C@@H:42]([OH:46])[CH:43]([CH3:45])[CH3:44])[C:29]([NH:28][CH2:27][CH2:26][CH2:25][NH:24][CH:23]([C@H:22]([C@@H:6]1[C@@H:5]([O:4][C:1](=[O:3])[CH3:2])[C@@H:9]([O:10][C:11](=[O:13])[CH3:12])[C@H:8]([N:14]2[CH:19]=[CH:18][C:17](=[O:20])[NH:16][C:15]2=[O:21])[O:7]1)[OH:53])[C:48]([O:50][CH2:51][CH3:52])=[O:49])=[O:47], predict the reactants needed to synthesize it. The reactants are: [C:1]([O:4][C@H:5]1[C@@H:9]([O:10][C:11](=[O:13])[CH3:12])[C@H:8]([N:14]2[CH:19]=[CH:18][C:17](=[O:20])[NH:16][C:15]2=[O:21])[O:7][C@@H:6]1[C@H:22]([OH:53])[CH:23]([C:48]([O:50][CH2:51][CH3:52])=[O:49])[NH:24][CH2:25][CH2:26][CH2:27][NH:28][C:29](=[O:47])[C@H:30]([C@@H:42]([OH:46])[CH:43]([CH3:45])[CH3:44])[NH:31]C(=O)OCC1C=CC=CC=1)(=[O:3])[CH3:2]. (2) The reactants are: [F:1][C:2]1[CH:7]=[CH:6][C:5]([F:8])=[CH:4][C:3]=1[CH2:9][CH2:10][O:11][CH2:12][C:13]([NH:15][C:16]([C:18]1[C:23](Cl)=[N:22][CH:21]=[CH:20][N:19]=1)=[O:17])=[NH:14].CS(C)=O.CC([O-])(C)C.[K+].Cl. Given the product [F:1][C:2]1[CH:7]=[CH:6][C:5]([F:8])=[CH:4][C:3]=1[CH2:9][CH2:10][O:11][CH2:12][C:13]1[NH:15][C:16](=[O:17])[C:18]2[C:23](=[N:22][CH:21]=[CH:20][N:19]=2)[N:14]=1, predict the reactants needed to synthesize it.